Dataset: Reaction yield outcomes from USPTO patents with 853,638 reactions. Task: Predict the reaction yield, written as a fraction of the theoretical maximum amount of product (1.0 means a 100% yield; for example, 0.34 means a 34% yield). (1) The reactants are [N:1]1[C:11]2[C:6](=[CH:7][CH:8]=[CH:9][CH:10]=2)[C:4]([CH3:5])=[CH:3][CH:2]=1.[N:12]1[CH:17]=[CH:16][CH:15]=[CH:14][C:13]=1[C:18](OCC)=[O:19].C[Si]([N-][Si](C)(C)C)(C)C.[K+]. The catalyst is O1CCCC1.C1(C)C=CC=CC=1. The product is [N:12]1[CH:17]=[CH:16][CH:15]=[CH:14][C:13]=1[C:18](=[O:19])[CH2:5][C:4]1[C:6]2[C:11](=[CH:10][CH:9]=[CH:8][CH:7]=2)[N:1]=[CH:2][CH:3]=1. The yield is 0.820. (2) The reactants are [CH2:1]([O:3][C:4]([C:6]1([C:9]2[CH:14]=[CH:13][C:12]([C:15]3[CH:20]=[CH:19][C:18]([C:21]4[S:22][C:23]([F:29])=[CH:24][C:25]=4C(O)=O)=[CH:17][C:16]=3[O:30][CH3:31])=[CH:11][CH:10]=2)[CH2:8][CH2:7]1)=[O:5])[CH3:2].C([N:34]([CH2:37]C)CC)C.C1(P(N=[N+]=[N-])(C2C=CC=CC=2)=[O:46])C=CC=CC=1.[Cl:56][C:57]1[CH:62]=[CH:61][CH:60]=[CH:59][C:58]=1[C@H:63]([OH:65])[CH3:64]. The catalyst is C1(C)C=CC=CC=1.O.C(OCC)(=O)C. The product is [CH2:1]([O:3][C:4]([C:6]1([C:9]2[CH:14]=[CH:13][C:12]([C:15]3[CH:20]=[CH:19][C:18]([C:21]4[S:22][C:23]([F:29])=[CH:24][C:25]=4[NH:34][C:37]([O:65][C@@H:63]([C:58]4[CH:59]=[CH:60][CH:61]=[CH:62][C:57]=4[Cl:56])[CH3:64])=[O:46])=[CH:17][C:16]=3[O:30][CH3:31])=[CH:11][CH:10]=2)[CH2:7][CH2:8]1)=[O:5])[CH3:2]. The yield is 0.370. (3) The reactants are [Cl:1][C:2]1[C:11]2[C:6](=[CH:7][CH:8]=[CH:9][CH:10]=2)[CH:5]=[CH:4][C:3]=1[S:12]([CH2:15][CH2:16][NH:17][CH2:18][C:19]1O[CH:21]=[CH:22][CH:23]=1)(=[O:14])=[O:13].ClC1C2C(=CC=CC=2)C=CC=1SC[CH2:37][NH:38]CC1N(C)C=CC=1. The product is [Cl:1][C:2]1[C:11]2[C:6](=[CH:7][CH:8]=[CH:9][CH:10]=2)[CH:5]=[CH:4][C:3]=1[S:12]([CH2:15][CH2:16][NH:17][CH2:18][C:19]1[N:38]([CH3:37])[CH:21]=[CH:22][CH:23]=1)(=[O:14])=[O:13]. The yield is 0.760. No catalyst specified. (4) The yield is 0.690. No catalyst specified. The reactants are Cl[C:2]1[N:7]=[C:6]([NH:8][C:9]2[CH:14]=[CH:13][CH:12]=[CH:11][C:10]=2[O:15][CH3:16])[C:5]([Cl:17])=[CH:4][N:3]=1.[NH2:18][C:19]1[C:20]([O:32][CH3:33])=[CH:21][C:22]2[N:28]([CH3:29])[C:27](=[O:30])[O:26][CH2:25][CH2:24][C:23]=2[CH:31]=1. The product is [Cl:17][C:5]1[C:6]([NH:8][C:9]2[CH:14]=[CH:13][CH:12]=[CH:11][C:10]=2[O:15][CH3:16])=[N:7][C:2]([NH:18][C:19]2[C:20]([O:32][CH3:33])=[CH:21][C:22]3[N:28]([CH3:29])[C:27](=[O:30])[O:26][CH2:25][CH2:24][C:23]=3[CH:31]=2)=[N:3][CH:4]=1. (5) The reactants are F[C:2]1[CH:14]=[CH:13][C:5]([C:6]([O:8]C(C)(C)C)=[O:7])=[CH:4][CH:3]=1.Cl.[CH3:16][N:17]([CH3:21])[CH2:18][CH2:19][SH:20].C(=O)([O-])[O-].[K+].[K+]. The catalyst is CS(C)=O.O. The product is [CH3:16][N:17]([CH3:21])[CH2:18][CH2:19][S:20][C:2]1[CH:3]=[CH:4][C:5]([C:6]([OH:8])=[O:7])=[CH:13][CH:14]=1. The yield is 0.990. (6) The reactants are [CH3:1][N:2]([CH3:16])[C:3]1[O:4][C:5]2[CH:11]=[C:10]([C:12]([O:14]C)=[O:13])[CH:9]=[CH:8][C:6]=2[N:7]=1.O[Li].O. The catalyst is C1COCC1.O. The product is [CH3:1][N:2]([CH3:16])[C:3]1[O:4][C:5]2[CH:11]=[C:10]([C:12]([OH:14])=[O:13])[CH:9]=[CH:8][C:6]=2[N:7]=1. The yield is 0.650.